Dataset: Catalyst prediction with 721,799 reactions and 888 catalyst types from USPTO. Task: Predict which catalyst facilitates the given reaction. The catalyst class is: 14. Reactant: Br[C:2]1[C:11]2[C:6](=[CH:7][CH:8]=[CH:9][CH:10]=2)[N:5]=[C:4]([CH2:12][O:13][CH2:14][C:15]2([C:28]3[CH:33]=[CH:32][CH:31]=[CH:30][CH:29]=3)[CH2:20][CH2:19][N:18](C(OC(C)(C)C)=O)[CH2:17][CH2:16]2)[CH:3]=1.[CH3:34][NH:35][CH3:36].FC(F)(F)C(O)=O.C(Cl)Cl. Product: [CH3:34][N:35]([CH3:36])[C:2]1[C:11]2[C:6](=[CH:7][CH:8]=[CH:9][CH:10]=2)[N:5]=[C:4]([CH2:12][O:13][CH2:14][C:15]2([C:28]3[CH:29]=[CH:30][CH:31]=[CH:32][CH:33]=3)[CH2:20][CH2:19][NH:18][CH2:17][CH2:16]2)[CH:3]=1.